Dataset: Forward reaction prediction with 1.9M reactions from USPTO patents (1976-2016). Task: Predict the product of the given reaction. Given the reactants [CH3:1][O:2][C:3](=[O:19])[NH:4][CH2:5][C:6]#[C:7][C:8]1[C:9]([O:17][CH3:18])=[N:10][CH:11]=[C:12]([C:14](=O)[CH3:15])[CH:13]=1.[CH:20]1([NH2:23])[CH2:22][CH2:21]1, predict the reaction product. The product is: [CH:20]1([NH:23][CH:14]([C:12]2[CH:13]=[C:8]([C:7]#[C:6][CH2:5][NH:4][C:3](=[O:19])[O:2][CH3:1])[C:9]([O:17][CH3:18])=[N:10][CH:11]=2)[CH3:15])[CH2:22][CH2:21]1.